From a dataset of Reaction yield outcomes from USPTO patents with 853,638 reactions. Predict the reaction yield, written as a fraction of the theoretical maximum amount of product (1.0 means a 100% yield; for example, 0.34 means a 34% yield). (1) The reactants are [N+:1]([C:4]1[CH:12]=[C:11]2[C:7]([CH2:8][CH2:9][CH2:10]2)=[CH:6][C:5]=1[NH2:13])([O-:3])=[O:2].[N+](C1C(N)=CC=C2C=1CCC2)([O-])=O.[CH3:27][C:28](OC(C)=O)=[O:29].NC1C=C2C(=CC=1)CCC2.[N+]([O-])([O-])=O.[K+]. The catalyst is O1CCOCC1.O. The product is [N+:1]([C:4]1[CH:12]=[C:11]2[C:7]([CH2:8][CH2:9][CH2:10]2)=[CH:6][C:5]=1[NH:13][C:28](=[O:29])[CH3:27])([O-:3])=[O:2]. The yield is 0.240. (2) The reactants are [F:1][C:2]([F:12])([CH2:5][C:6]1[CH:11]=[CH:10][CH:9]=[CH:8][CH:7]=1)[CH2:3][OH:4].[Br:13][CH2:14][CH2:15][CH2:16][CH2:17][CH2:18][CH2:19]OCC(C1C=CC=C(OC)C=1)(F)F. No catalyst specified. The product is [F:1][C:2]([F:12])([CH2:5][C:6]1[CH:11]=[CH:10][CH:9]=[CH:8][CH:7]=1)[CH2:3][O:4][CH2:19][CH2:18][CH2:17][CH2:16][CH2:15][CH2:14][Br:13]. The yield is 0.360. (3) The reactants are [CH2:1]([N:8]1[CH2:14][CH:13]2[CH:15]([NH:16][CH3:17])[CH:10]([CH2:11][CH2:12]2)[CH2:9]1)[C:2]1[CH:7]=[CH:6][CH:5]=[CH:4][CH:3]=1.CS(OC[CH2:24][CH2:25][CH:26]([C:38]1[CH:43]=[CH:42][C:41]([C:44]#[N:45])=[CH:40][CH:39]=1)[O:27][C:28]1[CH:33]=[CH:32][C:31]([O:34][CH3:35])=[C:30]([O:36][CH3:37])[CH:29]=1)(=O)=O.[C:46](=O)([O-])[O-].[K+].[K+]. The catalyst is CN(C=O)C. The product is [CH2:1]([N:8]1[CH2:14][CH:13]2[CH:15]([N:16]([CH3:46])[CH2:17][CH2:24][CH2:25][CH:26]([C:38]3[CH:39]=[CH:40][C:41]([C:44]#[N:45])=[CH:42][CH:43]=3)[O:27][C:28]3[CH:33]=[CH:32][C:31]([O:34][CH3:35])=[C:30]([O:36][CH3:37])[CH:29]=3)[CH:10]([CH2:11][CH2:12]2)[CH2:9]1)[C:2]1[CH:3]=[CH:4][CH:5]=[CH:6][CH:7]=1. The yield is 0.270. (4) The yield is 0.450. The reactants are [Li+].CC([N-]C(C)C)C.[C:9]([O:14][CH2:15][CH3:16])(=[O:13])[CH:10]([CH3:12])[CH3:11].Br[CH2:18][CH2:19][CH2:20][CH2:21][CH2:22][CH2:23][CH2:24][Br:25]. The catalyst is C1COCC1. The product is [Br:25][CH2:24][CH2:23][CH2:22][CH2:21][CH2:20][CH2:19][CH2:18][C:10]([CH3:12])([CH3:11])[C:9]([O:14][CH2:15][CH3:16])=[O:13].